Dataset: Forward reaction prediction with 1.9M reactions from USPTO patents (1976-2016). Task: Predict the product of the given reaction. (1) Given the reactants C(O[C:9](=O)[NH:10][CH2:11][C@H:12]([NH:18][C:19](=[O:33])[CH2:20][C:21](=[O:32])[NH:22][C:23]1[S:24][C:25]([C:28]([CH3:31])([CH3:30])[CH3:29])=[N:26][N:27]=1)[C@@H:13]([OH:17])[C:14]#[C:15][CH3:16])C1C=CC=CC=1.[CH3:35][C:36]1[CH:43]=[C:42]([CH3:44])[CH:41]=[CH:40][C:37]=1C=O.C([BH3-])#N.[Na+], predict the reaction product. The product is: [C:28]([C:25]1[S:24][C:23]([NH:22][C:21](=[O:32])[CH2:20][C:19]([NH:18][C@@H:12]([CH2:11][NH:10][CH2:9][C:37]2[CH:40]=[CH:41][C:42]([CH3:44])=[CH:43][C:36]=2[CH3:35])[C@@H:13]([OH:17])[CH2:14][CH2:15][CH3:16])=[O:33])=[N:27][N:26]=1)([CH3:29])([CH3:30])[CH3:31]. (2) Given the reactants [F:1][C:2]1[CH:7]=[C:6]([S:8][CH3:9])[CH:5]=[CH:4][C:3]=1[C:10]1[N:15]=[CH:14][C:13]([NH:16][C:17]([CH:19]2[CH2:24][CH2:23][N:22]([C:25]([O:27][CH:28]([CH3:30])[CH3:29])=[O:26])[CH2:21][CH2:20]2)=O)=[CH:12][CH:11]=1.B.C1COCC1, predict the reaction product. The product is: [F:1][C:2]1[CH:7]=[C:6]([S:8][CH3:9])[CH:5]=[CH:4][C:3]=1[C:10]1[N:15]=[CH:14][C:13]([NH:16][CH2:17][CH:19]2[CH2:24][CH2:23][N:22]([C:25]([O:27][CH:28]([CH3:30])[CH3:29])=[O:26])[CH2:21][CH2:20]2)=[CH:12][CH:11]=1. (3) Given the reactants Br[C:2]1[CH:3]=[C:4]([CH:17]=[CH:18][C:19]=1[CH:20]=[O:21])[O:5][C:6]1[CH:16]=[CH:15][C:9]([C:10]([O:12][CH2:13][CH3:14])=[O:11])=[CH:8][CH:7]=1.CC([O-])=O.[K+].[B:27]1([B:27]2[O:31][C:30]([CH3:33])([CH3:32])[C:29]([CH3:35])([CH3:34])[O:28]2)[O:31][C:30]([CH3:33])([CH3:32])[C:29]([CH3:35])([CH3:34])[O:28]1.CCCCCC.CCOC(C)=O, predict the reaction product. The product is: [CH:20]([C:19]1[CH:18]=[CH:17][C:4]([O:5][C:6]2[CH:16]=[CH:15][C:9]([C:10]([O:12][CH2:13][CH3:14])=[O:11])=[CH:8][CH:7]=2)=[CH:3][C:2]=1[B:27]1[O:31][C:30]([CH3:33])([CH3:32])[C:29]([CH3:35])([CH3:34])[O:28]1)=[O:21]. (4) The product is: [NH2:18][CH2:17][C:14]1[CH:15]=[C:16]2[C:11]([CH2:10][CH2:9][CH:8]([NH:19][C:20](=[O:26])[O:21][C:22]([CH3:24])([CH3:23])[CH3:25])[CH:7]2[CH2:6][C:5]2[CH:4]=[CH:3][CH:2]=[CH:28][CH:27]=2)=[CH:12][CH:13]=1. Given the reactants Cl[C:2]1[CH:28]=[CH:27][C:5]([CH2:6][CH:7]2[C:16]3[C:11](=[CH:12][CH:13]=[C:14]([C:17]#[N:18])[CH:15]=3)[CH2:10][CH2:9][CH:8]2[NH:19][C:20](=[O:26])[O:21][C:22]([CH3:25])([CH3:24])[CH3:23])=[CH:4][CH:3]=1, predict the reaction product. (5) Given the reactants [Cl:1][C:2]1[CH:7]=[CH:6][CH:5]=[CH:4][C:3]=1[OH:8].[H-].[Na+].[Cl:11][C:12]1[CH:17]=[C:16]([N+]([O-])=O)[CH:15]=[CH:14][N:13]=1, predict the reaction product. The product is: [Cl:11][C:12]1[CH:17]=[C:16]([O:8][C:3]2[CH:4]=[CH:5][CH:6]=[CH:7][C:2]=2[Cl:1])[CH:15]=[CH:14][N:13]=1. (6) Given the reactants [F:1][C:2]([F:17])([F:16])[C:3]1[CH:8]=[CH:7][C:6]([C:9]2[S:13][C:12]([CH:14]=[O:15])=[CH:11][CH:10]=2)=[CH:5][CH:4]=1.[Li+].[BH4-], predict the reaction product. The product is: [F:16][C:2]([F:1])([F:17])[C:3]1[CH:4]=[CH:5][C:6]([C:9]2[S:13][C:12]([CH2:14][OH:15])=[CH:11][CH:10]=2)=[CH:7][CH:8]=1. (7) Given the reactants [P:1]([Cl:4])(Cl)Cl.[CH3:5][C@H:6]1[CH2:10][CH2:9][C@H:8]([CH3:11])[N:7]1[C:12]1[CH:17]=[CH:16][CH:15]=[CH:14][CH:13]=1, predict the reaction product. The product is: [CH3:5][C@H:6]1[CH2:10][CH2:9][C@H:8]([CH3:11])[N:7]1[C:12]1[CH:17]=[CH:16][C:15]([PH:1][Cl:4])=[CH:14][CH:13]=1.